Task: Predict which catalyst facilitates the given reaction.. Dataset: Catalyst prediction with 721,799 reactions and 888 catalyst types from USPTO (1) Reactant: [CH2:1]([O:8][CH2:9][C:10]([NH:12][C:13]1[CH:22]=[CH:21][C:20]([Br:23])=[CH:19][C:14]=1[C:15](OC)=[O:16])=[O:11])[C:2]1[CH:7]=[CH:6][CH:5]=[CH:4][CH:3]=1.C[Si]([N-][Si](C)(C)C)(C)C.[K+]. Product: [CH2:1]([O:8][C:9]1[C:10](=[O:11])[NH:12][C:13]2[C:14]([C:15]=1[OH:16])=[CH:19][C:20]([Br:23])=[CH:21][CH:22]=2)[C:2]1[CH:7]=[CH:6][CH:5]=[CH:4][CH:3]=1. The catalyst class is: 1. (2) Reactant: [F:1][C:2]([F:23])([F:22])[C:3]([NH:5][CH2:6][CH2:7][O:8][C:9]1[CH:14]=[CH:13][CH:12]=[C:11]([C:15]#[C:16][C:17]2([OH:21])[CH2:20][CH2:19][CH2:18]2)[CH:10]=1)=[O:4]. Product: [F:1][C:2]([F:22])([F:23])[C:3]([NH:5][CH2:6][CH2:7][O:8][C:9]1[CH:14]=[CH:13][CH:12]=[C:11]([CH2:15][CH2:16][C:17]2([OH:21])[CH2:18][CH2:19][CH2:20]2)[CH:10]=1)=[O:4]. The catalyst class is: 14. (3) Reactant: [CH2:1]=[C:2]1[O:6][C:4](=[O:5])[CH2:3]1.[CH:7]1([NH2:14])[CH2:12][CH2:11][CH2:10][CH2:9][CH:8]1[NH2:13]. Product: [O:6]=[C:2]([CH3:1])[CH2:3][C:4]([NH:13][CH:8]1[CH2:9][CH2:10][CH2:11][CH2:12][CH:7]1[NH:14][C:4](=[O:5])[CH2:3][C:2]([CH3:1])=[O:6])=[O:5]. The catalyst class is: 11. (4) Reactant: Cl[C:2]1[C:11]2[C:6](=[CH:7][C:8]([O:15][CH3:16])=[C:9]([N+:12]([O-:14])=[O:13])[CH:10]=2)[N:5]=[CH:4][N:3]=1.[CH3:17][NH2:18]. Product: [CH3:16][O:15][C:8]1[CH:7]=[C:6]2[C:11]([C:2]([NH:18][CH3:17])=[N:3][CH:4]=[N:5]2)=[CH:10][C:9]=1[N+:12]([O-:14])=[O:13]. The catalyst class is: 1. (5) Reactant: [C:1]([O:5][C:6]([N:8]1[CH2:14][CH2:13][C:12]2[CH:15]=[CH:16][C:17]([NH:19][S:20]([C:23]3[CH:28]=[CH:27][C:26](I)=[CH:25][CH:24]=3)(=[O:22])=[O:21])=[CH:18][C:11]=2[CH2:10][CH2:9]1)=[O:7])([CH3:4])([CH3:3])[CH3:2].[Cl-].[F:31][C:32]1[CH:39]=[CH:38][C:35]([CH2:36][Zn+])=[CH:34][CH:33]=1. Product: [C:1]([O:5][C:6]([N:8]1[CH2:9][CH2:10][C:11]2[CH:18]=[C:17]([NH:19][S:20]([C:23]3[CH:28]=[CH:27][C:26]([CH2:36][C:35]4[CH:38]=[CH:39][C:32]([F:31])=[CH:33][CH:34]=4)=[CH:25][CH:24]=3)(=[O:22])=[O:21])[CH:16]=[CH:15][C:12]=2[CH2:13][CH2:14]1)=[O:7])([CH3:4])([CH3:3])[CH3:2]. The catalyst class is: 7. (6) Reactant: [NH2:1][C:2]1[C:7](/[CH:8]=[CH:9]/[C:10](OCC)=[O:11])=[C:6]([O:15][C:16]2[CH:21]=[CH:20][C:19]([N+:22]([O-:24])=[O:23])=[CH:18][CH:17]=2)[CH:5]=[CH:4][N:3]=1.C(C1C=CC2C(=CC=CC=2)C=1)(=O)C. Product: [N+:22]([C:19]1[CH:20]=[CH:21][C:16]([O:15][C:6]2[C:7]3[CH:8]=[CH:9][C:10](=[O:11])[NH:1][C:2]=3[N:3]=[CH:4][CH:5]=2)=[CH:17][CH:18]=1)([O-:24])=[O:23]. The catalyst class is: 5.